This data is from Full USPTO retrosynthesis dataset with 1.9M reactions from patents (1976-2016). The task is: Predict the reactants needed to synthesize the given product. (1) Given the product [NH2:31][C@H:28]1[CH2:29][CH2:30][C@H:25]([NH:32][C:5]2[CH:4]=[C:3]([C:9]3[CH:14]=[CH:13][C:12]([F:15])=[C:11]([NH:16][CH2:17][C:18]4[CH:23]=[CH:22][CH:21]=[C:20]([F:24])[CH:19]=4)[N:10]=3)[C:2]([Cl:1])=[CH:7][N:6]=2)[CH2:26][CH2:27]1, predict the reactants needed to synthesize it. The reactants are: [Cl:1][C:2]1[C:3]([C:9]2[CH:14]=[CH:13][C:12]([F:15])=[C:11]([NH:16][CH2:17][C:18]3[CH:23]=[CH:22][CH:21]=[C:20]([F:24])[CH:19]=3)[N:10]=2)=[CH:4][C:5](F)=[N:6][CH:7]=1.[C@H:25]1([NH2:32])[CH2:30][CH2:29][C@H:28]([NH2:31])[CH2:27][CH2:26]1. (2) Given the product [F:32][C:29]1[CH:30]=[CH:31][C:26]([NH:1][CH2:2][C@@H:3]2[C@H:8]([CH3:9])[CH2:7][CH2:6][CH2:5][N:4]2[C:10]([C:12]2[CH:17]=[C:16]([CH3:18])[CH:15]=[CH:14][C:13]=2[N:19]2[CH:23]=[N:22][C:21]([CH3:24])=[N:20]2)=[O:11])=[N:27][CH:28]=1, predict the reactants needed to synthesize it. The reactants are: [NH2:1][CH2:2][C@@H:3]1[C@H:8]([CH3:9])[CH2:7][CH2:6][CH2:5][N:4]1[C:10]([C:12]1[CH:17]=[C:16]([CH3:18])[CH:15]=[CH:14][C:13]=1[N:19]1[CH:23]=[N:22][C:21]([CH3:24])=[N:20]1)=[O:11].Br[C:26]1[CH:31]=[CH:30][C:29]([F:32])=[CH:28][N:27]=1. (3) Given the product [N:20]1([CH2:26][C:27]2[CH:34]=[CH:33][C:30]([C:31]3[NH:1][C:2]4=[N:3][CH:4]=[CH:5][C:6]([NH:9][C@@H:10]5[C@@H:15]6[CH2:16][C@@H:12]([CH:13]=[CH:14]6)[C@@H:11]5[C:17]([NH2:19])=[O:18])=[C:7]4[N:8]=3)=[CH:29][CH:28]=2)[CH2:21][CH2:22][O:23][CH2:24][CH2:25]1, predict the reactants needed to synthesize it. The reactants are: [NH2:1][C:2]1[C:7]([NH2:8])=[C:6]([NH:9][C@@H:10]2[C@@H:15]3[CH2:16][C@@H:12]([CH:13]=[CH:14]3)[C@@H:11]2[C:17]([NH2:19])=[O:18])[CH:5]=[CH:4][N:3]=1.[N:20]1([CH2:26][C:27]2[CH:34]=[CH:33][C:30]([CH:31]=O)=[CH:29][CH:28]=2)[CH2:25][CH2:24][O:23][CH2:22][CH2:21]1. (4) Given the product [CH3:15][O:16][C:17](=[O:22])[C:18]([CH3:20])([N:12]1[CH:13]=[C:9]([B:4]2[O:5][C:6]([CH3:7])([CH3:8])[C:2]([CH3:14])([CH3:1])[O:3]2)[CH:10]=[N:11]1)[CH3:19], predict the reactants needed to synthesize it. The reactants are: [CH3:1][C:2]1([CH3:14])[C:6]([CH3:8])([CH3:7])[O:5][B:4]([C:9]2[CH:10]=[N:11][NH:12][CH:13]=2)[O:3]1.[CH3:15][O:16][C:17](=[O:22])[C:18](Br)([CH3:20])[CH3:19].C([O-])([O-])=O.[Cs+].[Cs+]. (5) Given the product [Cl:6][C:7]1[CH:8]=[C:9]([C:14]2[S:15][CH:16]=[C:17]([C:20](=[N:24][NH:23][C:25]([N:27]3[CH2:32][CH2:31][CH:30]([C:33]([O:35][CH3:36])=[O:34])[CH2:29][CH2:28]3)=[S:26])[CH3:22])[C:18]=2[OH:19])[CH:10]=[CH:11][C:12]=1[Cl:13], predict the reactants needed to synthesize it. The reactants are: CN(C)C=O.[Cl:6][C:7]1[CH:8]=[C:9]([C:14]2[S:15][CH:16]=[C:17]([C:20]([CH3:22])=O)[C:18]=2[OH:19])[CH:10]=[CH:11][C:12]=1[Cl:13].[NH:23]([C:25]([N:27]1[CH2:32][CH2:31][CH:30]([C:33]([O:35][CH3:36])=[O:34])[CH2:29][CH2:28]1)=[S:26])[NH2:24].Cl. (6) Given the product [CH2:3]([N:10]1[CH2:11][CH2:12][C:13](=[O:15])[C:22]([CH3:23])([CH3:24])[CH2:1]1)[C:4]1[CH:9]=[CH:8][CH:7]=[CH:6][CH:5]=1, predict the reactants needed to synthesize it. The reactants are: [CH2:1]=O.[CH2:3]([NH2:10])[C:4]1[CH:9]=[CH:8][CH:7]=[CH:6][CH:5]=1.[CH3:11][CH:12](C)[C:13](=[O:15])C.Cl.C(N(CC)[CH:22]([CH3:24])[CH3:23])(C)C.[OH-].[K+]. (7) Given the product [F:14][C:13]([F:16])([F:15])[O:12][C:9]1[CH:10]=[CH:11][C:6]([C:4]2[NH:17][C:18](=[S:19])[NH:2][CH:3]=2)=[CH:7][CH:8]=1, predict the reactants needed to synthesize it. The reactants are: Cl.[NH2:2][CH2:3][C:4]([C:6]1[CH:11]=[CH:10][C:9]([O:12][C:13]([F:16])([F:15])[F:14])=[CH:8][CH:7]=1)=O.[N-:17]=[C:18]=[S:19].[K+]. (8) Given the product [F:12][C:7]1[CH:8]=[CH:9][CH:10]=[C:11]2[C:6]=1[N:5]=[C:4]([C:13]([C:15]1[CH:20]=[CH:19][C:18]([F:21])=[CH:17][CH:16]=1)=[O:14])[N:3]=[C:2]2[NH:28][C:25]1[CH:24]=[C:23]([CH3:22])[NH:27][N:26]=1, predict the reactants needed to synthesize it. The reactants are: Cl[C:2]1[C:11]2[C:6](=[C:7]([F:12])[CH:8]=[CH:9][CH:10]=2)[N:5]=[C:4]([C:13]([C:15]2[CH:20]=[CH:19][C:18]([F:21])=[CH:17][CH:16]=2)=[O:14])[N:3]=1.[CH3:22][C:23]1[NH:27][N:26]=[C:25]([NH2:28])[CH:24]=1.CCN(C(C)C)C(C)C.